Task: Regression/Classification. Given a drug SMILES string, predict its absorption, distribution, metabolism, or excretion properties. Task type varies by dataset: regression for continuous measurements (e.g., permeability, clearance, half-life) or binary classification for categorical outcomes (e.g., BBB penetration, CYP inhibition). Dataset: cyp2c9_veith.. Dataset: CYP2C9 inhibition data for predicting drug metabolism from PubChem BioAssay (1) The drug is CCOc1ccc(NC(=O)CSc2nnc(CCNC(=O)c3ccc(OC)cc3)n2CC)cc1. The result is 1 (inhibitor). (2) The molecule is CN1CCN(c2ncc3nc(-c4cc(F)cc(F)c4)c(=O)n(C4CC4)c3n2)CC1. The result is 1 (inhibitor). (3) The compound is c1ccc(Cn2nnc3c(N4CCc5ccccc5C4)ncnc32)cc1. The result is 1 (inhibitor). (4) The molecule is Cc1noc(C)c1C(=O)N1CCC[C@@]2(CCN(CC(C)C)C2)C1. The result is 0 (non-inhibitor). (5) The compound is CC(=O)N1CCC2(CCCN(Cc3nccs3)C2)CC1. The result is 0 (non-inhibitor). (6) The compound is COC(=O)[C@@]1(Cc2ccc(OC)cc2)[C@H]2c3cc(C(=O)N4CCCC4)n(CCSCCO)c3C[C@H]2CN1C(=O)c1ccccc1. The result is 1 (inhibitor). (7) The compound is COC(=O)[C@@]1(Cc2ccc(F)cc2)[C@H]2c3cc(C(=O)N(C)C)n(CCSCCO)c3C[C@H]2CN1C(=O)c1ccccc1. The result is 1 (inhibitor). (8) The compound is Clc1ccc(Nc2ncn[nH]2)cc1. The result is 0 (non-inhibitor). (9) The drug is CCOC(=O)C1CCCN(c2ncnc3c2cnn3-c2ccc(Cl)cc2)C1. The result is 1 (inhibitor). (10) The molecule is O=C(O)/C=C/C(=O)Nc1ccc(F)cc1F. The result is 0 (non-inhibitor).